Dataset: Catalyst prediction with 721,799 reactions and 888 catalyst types from USPTO. Task: Predict which catalyst facilitates the given reaction. (1) Reactant: C([O:8][C:9](=[O:25])[CH:10]([NH:17][C:18]([O:20][C:21]([CH3:24])([CH3:23])[CH3:22])=[O:19])[CH:11]([O:13][C:14](=[O:16])[CH3:15])[CH3:12])C1C=CC=CC=1. Product: [C:14]([O:13][C@H:11]([CH3:12])[C@H:10]([NH:17][C:18]([O:20][C:21]([CH3:24])([CH3:23])[CH3:22])=[O:19])[C:9]([OH:25])=[O:8])(=[O:16])[CH3:15]. The catalyst class is: 99. (2) Reactant: [F:1][C:2]1[C:3]([CH3:37])=[C:4]([C:15]2[CH:20]=[CH:19][CH:18]=[C:17]([CH2:21][O:22][C:23]3[CH:36]=[CH:35][C:26]4[C@H:27]([CH2:30][C:31]([O:33]C)=[O:32])[CH2:28][O:29][C:25]=4[CH:24]=3)[CH:16]=2)[C:5]([CH3:14])=[CH:6][C:7]=1[O:8][C@H:9]1[CH2:13][CH2:12][O:11][CH2:10]1.[OH-].[Li+]. Product: [F:1][C:2]1[C:3]([CH3:37])=[C:4]([C:15]2[CH:20]=[CH:19][CH:18]=[C:17]([CH2:21][O:22][C:23]3[CH:36]=[CH:35][C:26]4[C@H:27]([CH2:30][C:31]([OH:33])=[O:32])[CH2:28][O:29][C:25]=4[CH:24]=3)[CH:16]=2)[C:5]([CH3:14])=[CH:6][C:7]=1[O:8][C@H:9]1[CH2:13][CH2:12][O:11][CH2:10]1. The catalyst class is: 111. (3) Reactant: CN(C(C1C(I)=C(N[C:18]([CH2:20][O:21][CH3:22])=[O:19])C(I)=C(C(NCC(O)CO)=O)C=1I)=O)CC(O)CO.[NH2:33][C:34]1[C:35]([I:48])=[C:36]([C:45]([Cl:47])=[O:46])[C:37]([I:44])=[C:38]([C:42]=1[I:43])[C:39]([Cl:41])=[O:40].COCC(Cl)=O. Product: [CH3:22][O:21][CH2:20][C:18]([NH:33][C:34]1[C:42]([I:43])=[C:38]([C:39]([Cl:41])=[O:40])[C:37]([I:44])=[C:36]([C:35]=1[I:48])[C:45]([Cl:47])=[O:46])=[O:19]. The catalyst class is: 9. (4) Reactant: [CH3:1][O:2][C:3]1[C:4]([NH:25][C:26]2[CH:31]=[CH:30][N:29]=[CH:28][CH:27]=2)=[N:5][C:6]([C:9]2[C:17]3[C:12](=[CH:13][CH:14]=[CH:15][CH:16]=3)[N:11]([C:18]([O:20][C:21]([CH3:24])([CH3:23])[CH3:22])=[O:19])[N:10]=2)=[N:7][CH:8]=1.[C:32](Cl)(=[O:37])[O:33][CH2:34][CH:35]=[CH2:36]. Product: [CH3:1][O:2][C:3]1[C:4]([N:25]([C:32]([O:33][CH2:34][CH:35]=[CH2:36])=[O:37])[C:26]2[CH:31]=[CH:30][N:29]=[CH:28][CH:27]=2)=[N:5][C:6]([C:9]2[C:17]3[C:12](=[CH:13][CH:14]=[CH:15][CH:16]=3)[N:11]([C:18]([O:20][C:21]([CH3:24])([CH3:22])[CH3:23])=[O:19])[N:10]=2)=[N:7][CH:8]=1. The catalyst class is: 17. (5) Reactant: [F:1][CH:2]([F:32])[C:3]1[N:7]([C:8]2[N:13]=[C:12]([N:14]3[CH2:19][CH2:18][O:17][CH2:16][CH2:15]3)[CH:11]=[C:10]([N:20]3[CH2:25][CH2:24][NH:23][CH2:22][CH2:21]3)[N:9]=2)[C:6]2[CH:26]=[CH:27][CH:28]=[C:29]([O:30][CH3:31])[C:5]=2[N:4]=1.CCN(CC)CC.[Cl:40][CH2:41][S:42](Cl)(=[O:44])=[O:43].O. Product: [Cl:40][CH2:41][S:42]([N:23]1[CH2:24][CH2:25][N:20]([C:10]2[CH:11]=[C:12]([N:14]3[CH2:15][CH2:16][O:17][CH2:18][CH2:19]3)[N:13]=[C:8]([N:7]3[C:6]4[CH:26]=[CH:27][CH:28]=[C:29]([O:30][CH3:31])[C:5]=4[N:4]=[C:3]3[CH:2]([F:1])[F:32])[N:9]=2)[CH2:21][CH2:22]1)(=[O:44])=[O:43]. The catalyst class is: 2. (6) Product: [CH2:33]([NH:35][C:4](=[O:5])[C:3]1[CH:7]=[CH:8][C:9]([C:11]2[CH:12]=[N:13][C:14]3[N:15]([C:17]([C:20]4([C:23]5[CH:24]=[C:25]6[C:30](=[CH:31][CH:32]=5)[N:29]=[CH:28][CH:27]=[CH:26]6)[CH2:22][CH2:21]4)=[N:18][N:19]=3)[N:16]=2)=[CH:10][C:2]=1[F:1])[CH3:34]. Reactant: [F:1][C:2]1[CH:10]=[C:9]([C:11]2[CH:12]=[N:13][C:14]3[N:15]([C:17]([C:20]4([C:23]5[CH:24]=[C:25]6[C:30](=[CH:31][CH:32]=5)[N:29]=[CH:28][CH:27]=[CH:26]6)[CH2:22][CH2:21]4)=[N:18][N:19]=3)[N:16]=2)[CH:8]=[CH:7][C:3]=1[C:4](O)=[O:5].[CH2:33]([NH2:35])[CH3:34].F[P-](F)(F)(F)(F)F.N1(O[P+](N(C)C)(N(C)C)N(C)C)C2C=CC=CC=2N=N1.C(N(CC)C(C)C)(C)C. The catalyst class is: 595. (7) Reactant: [CH3:1][C:2]1([CH3:9])[O:6][CH:5]([CH2:7][OH:8])[CH2:4][O:3]1.C(N(CC)CC)C.[S:17](Cl)([C:20]1[CH:26]=[CH:25][C:23]([CH3:24])=[CH:22][CH:21]=1)(=[O:19])=[O:18]. Product: [CH3:24][C:23]1[CH:25]=[CH:26][C:20]([S:17]([O:8][CH2:7][CH:5]2[CH2:4][O:3][C:2]([CH3:9])([CH3:1])[O:6]2)(=[O:19])=[O:18])=[CH:21][CH:22]=1. The catalyst class is: 119. (8) Reactant: C[Al](C)C.[CH3:5][C@H:6]1[NH:11][C@@H:10]([CH3:12])[CH2:9][N:8]([C:13]2[S:17][C:16]([C:18]([O:20]CC)=O)=[CH:15][CH:14]=2)[CH2:7]1.Cl.[CH3:24][O:25][C:26]1[CH:27]=[C:28]([CH2:34][O:35][C:36]2[CH:37]=[C:38]([NH2:41])[NH:39][N:40]=2)[CH:29]=[C:30]([O:32][CH3:33])[CH:31]=1.C(C(C(C([O-])=O)O)O)([O-])=O.[Na+].[K+]. Product: [CH3:33][O:32][C:30]1[CH:29]=[C:28]([CH2:34][O:35][C:36]2[CH:37]=[C:38]([NH:41][C:18]([C:16]3[S:17][C:13]([N:8]4[CH2:9][C@@H:10]([CH3:12])[NH:11][C@@H:6]([CH3:5])[CH2:7]4)=[CH:14][CH:15]=3)=[O:20])[NH:39][N:40]=2)[CH:27]=[C:26]([O:25][CH3:24])[CH:31]=1. The catalyst class is: 727. (9) Reactant: [CH3:1][C:2]1(O)[CH:13]2[CH2:14][O:15][CH2:16][CH:12]2[CH2:11][CH2:10][CH2:9][CH2:8][CH2:7][CH2:6][CH2:5][CH2:4][CH2:3]1.C1(C)C=CC(S(O)(=O)=O)=CC=1.O. Product: [CH3:1][C:2]1[CH:13]2[CH2:14][O:15][CH2:16][CH:12]2[CH2:11][CH2:10][CH2:9][CH2:8][CH2:7][CH2:6][CH2:5][CH2:4][CH:3]=1. The catalyst class is: 11. (10) Reactant: ClC(Cl)(O[C:5](=[O:11])[O:6][C:7](Cl)(Cl)Cl)Cl.[Br:13][C:14]1[CH:15]=[CH:16][C:17]2[C:23]3[N:24]=[C:25]([NH:27][C:28](C)([CH3:31])[CH2:29]O)[S:26][C:22]=3[CH2:21][CH2:20][O:19][C:18]=2[CH:33]=1.C(N(C(C)C)CC)(C)C. Product: [Br:13][C:14]1[CH:15]=[CH:16][C:17]2[C:23]3[N:24]=[C:25]([N:27]4[C:28]([CH3:29])([CH3:31])[CH2:7][O:6][C:5]4=[O:11])[S:26][C:22]=3[CH2:21][CH2:20][O:19][C:18]=2[CH:33]=1. The catalyst class is: 2.